Dataset: Reaction yield outcomes from USPTO patents with 853,638 reactions. Task: Predict the reaction yield, written as a fraction of the theoretical maximum amount of product (1.0 means a 100% yield; for example, 0.34 means a 34% yield). (1) The reactants are Cl[C:2]1[N:3]=[C:4]([NH:17][CH:18]2[CH2:20][CH2:19]2)[C:5]2[CH2:10][CH2:9][CH:8]([C:11]3[CH:16]=[CH:15][CH:14]=[CH:13][CH:12]=3)[C:6]=2[N:7]=1.[Cl:21][C:22]1[N:23]=[CH:24][N:25]([C:27]2[CH:33]=[CH:32][C:30]([NH2:31])=[CH:29][C:28]=2[O:34][CH3:35])[CH:26]=1.OS(O)(=O)=O.CCOC(C)=O. The catalyst is CN1C(=O)CCC1. The product is [Cl:21][C:22]1[N:23]=[CH:24][N:25]([C:27]2[CH:33]=[CH:32][C:30]([NH:31][C:2]3[N:3]=[C:4]([NH:17][CH:18]4[CH2:20][CH2:19]4)[C:5]4[CH2:10][CH2:9][CH:8]([C:11]5[CH:16]=[CH:15][CH:14]=[CH:13][CH:12]=5)[C:6]=4[N:7]=3)=[CH:29][C:28]=2[O:34][CH3:35])[CH:26]=1. The yield is 0.691. (2) The reactants are [Cl:1][C:2]1[CH:7]=[C:6]([N:8]([C:13]2[C:32]([CH:33]3[CH2:35][CH2:34]3)=[CH:31][C:16]3[C:17]([C:27](=[O:30])[NH:28][CH3:29])=[C:18]([C:20]4[CH:25]=[CH:24][C:23]([F:26])=[CH:22][CH:21]=4)[O:19][C:15]=3[CH:14]=2)[S:9]([CH3:12])(=[O:11])=[O:10])[CH:5]=[CH:4][C:3]=1[B:36]([OH:38])[OH:37].[OH:39][CH2:40][C:41]([CH2:45]O)([CH2:43]O)[CH3:42].CC(C)([O-])C.[K+:52].C1COCC1. The catalyst is C1COCC1. The product is [K+:52].[Cl:1][C:2]1[CH:7]=[C:6]([N:8]([C:13]2[C:32]([CH:33]3[CH2:35][CH2:34]3)=[CH:31][C:16]3[C:17]([C:27](=[O:30])[NH:28][CH3:29])=[C:18]([C:20]4[CH:21]=[CH:22][C:23]([F:26])=[CH:24][CH:25]=4)[O:19][C:15]=3[CH:14]=2)[S:9]([CH3:12])(=[O:11])=[O:10])[CH:5]=[CH:4][C:3]=1[B-:36]12[O:39][CH2:40][C:41]([CH3:45])([CH2:43][O:37]1)[CH2:42][O:38]2. The yield is 1.00. (3) The reactants are [Br:1][C:2]1[CH:11]=[C:10]2[C:5]([N:6]=[CH:7][C:8](Cl)=[N:9]2)=[CH:4][CH:3]=1.[NH:13]1[CH2:18][CH2:17][NH:16][CH2:15][CH2:14]1. The catalyst is CN(C)C=O. The product is [Br:1][C:2]1[CH:11]=[C:10]2[C:5]([N:6]=[CH:7][C:8]([N:13]3[CH2:18][CH2:17][NH:16][CH2:15][CH2:14]3)=[N:9]2)=[CH:4][CH:3]=1. The yield is 0.580. (4) The yield is 0.650. The catalyst is CN(C=O)C.CO.[C].[Pd]. The product is [NH2:1][C:4]1[CH:30]=[CH:29][C:7]([CH2:8][C:9]2[C:13]3[C:14](=[O:28])[N:15]([C:22]4[CH:27]=[CH:26][CH:25]=[CH:24][CH:23]=4)[C:16]4[N:17]=[CH:18][CH:19]=[CH:20][C:21]=4[C:12]=3[NH:11][N:10]=2)=[CH:6][CH:5]=1. The reactants are [N+:1]([C:4]1[CH:30]=[CH:29][C:7]([CH2:8][C:9]2[C:13]3[C:14](=[O:28])[N:15]([C:22]4[CH:27]=[CH:26][CH:25]=[CH:24][CH:23]=4)[C:16]4[N:17]=[CH:18][CH:19]=[CH:20][C:21]=4[C:12]=3[NH:11][N:10]=2)=[CH:6][CH:5]=1)([O-])=O. (5) The reactants are [F:1][C:2]1[C:9]([F:10])=[CH:8][C:7]([F:11])=[CH:6][C:3]=1[NH:4][CH3:5].Br.Br[CH:14]([C:16]1[CH:17]=[C:18]([C:33]([N:35]([CH3:37])[CH3:36])=[O:34])[CH:19]=[C:20]2[C:25]=1[O:24][C:23]([N:26]1[CH2:31][CH2:30][O:29][CH2:28][CH2:27]1)=[CH:22][C:21]2=[O:32])[CH3:15]. No catalyst specified. The product is [CH3:36][N:35]([CH3:37])[C:33]([C:18]1[CH:19]=[C:20]2[C:25](=[C:16]([CH:14]([N:4]([CH3:5])[C:3]3[CH:6]=[C:7]([F:11])[CH:8]=[C:9]([F:10])[C:2]=3[F:1])[CH3:15])[CH:17]=1)[O:24][C:23]([N:26]1[CH2:31][CH2:30][O:29][CH2:28][CH2:27]1)=[CH:22][C:21]2=[O:32])=[O:34]. The yield is 0.0800. (6) The reactants are [C:1]([C:4]1[C:22](=[O:23])[C@@:8]2([CH3:24])[C:9]3[C:15]([OH:16])=[CH:14][C:13]([O:17][CH3:18])=[C:12]([C:19]([NH2:21])=[O:20])[C:10]=3[O:11][C:7]2=[CH:6][C:5]=1[OH:25])(=[O:3])[CH3:2].[CH2:26]([C:28]1[CH:37]=[CH:36][C:35]2[C:30](=[C:31]([F:39])[CH:32]=[C:33]([F:38])[CH:34]=2)[C:29]=1[CH:40]=O)[CH3:27].C([SiH](CC)CC)C.FC(F)(F)C(O)=O. The catalyst is C(#N)C. The product is [C:1]([C:4]1[C:22](=[O:23])[C@@:8]2([CH3:24])[C:9]3[C:15]([OH:16])=[CH:14][C:13]([O:17][CH3:18])=[C:12]([C:19]([NH:21][CH2:40][C:29]4[C:30]5[C:35](=[CH:34][C:33]([F:38])=[CH:32][C:31]=5[F:39])[CH:36]=[CH:37][C:28]=4[CH2:26][CH3:27])=[O:20])[C:10]=3[O:11][C:7]2=[CH:6][C:5]=1[OH:25])(=[O:3])[CH3:2]. The yield is 0.230. (7) The reactants are [CH3:1][O:2][CH2:3][CH2:4][O:5][C:6]1[CH:7]=[C:8]2[C:12](=[C:13]([N:15]([CH3:24])[S:16]([C:19]3[S:20][CH:21]=[CH:22][CH:23]=3)(=[O:18])=[O:17])[CH:14]=1)[NH:11][C:10]([C:25]1[S:26][CH:27]([CH2:30][C:31](O)=[O:32])[CH2:28][N:29]=1)=[CH:9]2.Cl.C[N:36](C)CCCN=C=NCC.CN(C)C=O. The catalyst is O. The product is [CH3:1][O:2][CH2:3][CH2:4][O:5][C:6]1[CH:7]=[C:8]2[C:12](=[C:13]([N:15]([CH3:24])[S:16]([C:19]3[S:20][CH:21]=[CH:22][CH:23]=3)(=[O:18])=[O:17])[CH:14]=1)[NH:11][C:10]([C:25]1[S:26][CH:27]([CH2:30][C:31]([NH2:36])=[O:32])[CH2:28][N:29]=1)=[CH:9]2. The yield is 0.500.